From a dataset of Forward reaction prediction with 1.9M reactions from USPTO patents (1976-2016). Predict the product of the given reaction. (1) Given the reactants Cl[O-].[Na+].[OH-].[K+].[F:6][CH:7]([F:19])[O:8][C:9]1[CH:14]=[CH:13][C:12]([C:15](=[O:17])C)=[C:11]([CH3:18])[CH:10]=1.S(S([O-])=O)([O-])(=O)=[O:21].[Na+].[Na+].Cl, predict the reaction product. The product is: [F:19][CH:7]([F:6])[O:8][C:9]1[CH:14]=[CH:13][C:12]([C:15]([OH:17])=[O:21])=[C:11]([CH3:18])[CH:10]=1. (2) Given the reactants [Si]([O:8][CH2:9][C:10]([CH3:42])([CH3:41])[CH2:11][N:12]1[C:17](=[O:18])[C:16]([CH2:19][C:20]2[CH:25]=[CH:24][C:23]([C:26]3[C:27]([C:32]#[N:33])=[CH:28][CH:29]=[CH:30][CH:31]=3)=[CH:22][CH:21]=2)=[C:15]([CH2:34][CH2:35][CH3:36])[N:14]2[N:37]=[C:38]([CH3:40])[N:39]=[C:13]12)(C(C)(C)C)(C)C.[F-].C([N+](CCCC)(CCCC)CCCC)CCC, predict the reaction product. The product is: [OH:8][CH2:9][C:10]([CH3:41])([CH3:42])[CH2:11][N:12]1[C:17](=[O:18])[C:16]([CH2:19][C:20]2[CH:21]=[CH:22][C:23]([C:26]3[C:27]([C:32]#[N:33])=[CH:28][CH:29]=[CH:30][CH:31]=3)=[CH:24][CH:25]=2)=[C:15]([CH2:34][CH2:35][CH3:36])[N:14]2[N:37]=[C:38]([CH3:40])[N:39]=[C:13]12. (3) Given the reactants [O:1]1[C:5]2[CH:6]=[CH:7][C:8]([CH2:10][N:11]3[C:20]([C:21](O)=[O:22])=[C:19]([C:24]4[CH:29]=[CH:28][CH:27]=[CH:26][CH:25]=4)[C:18]4[C:13](=[CH:14][CH:15]=[C:16]([Br:30])[CH:17]=4)[C:12]3=[O:31])=[CH:9][C:4]=2[O:3][CH2:2]1.[CH2:32]([NH2:35])[CH2:33][CH3:34], predict the reaction product. The product is: [CH2:32]([NH:35][C:21]([C:20]1[N:11]([CH2:10][C:8]2[CH:7]=[CH:6][C:5]3[O:1][CH2:2][O:3][C:4]=3[CH:9]=2)[C:12](=[O:31])[C:13]2[C:18]([C:19]=1[C:24]1[CH:25]=[CH:26][CH:27]=[CH:28][CH:29]=1)=[CH:17][C:16]([Br:30])=[CH:15][CH:14]=2)=[O:22])[CH2:33][CH3:34].